This data is from Peptide-MHC class I binding affinity with 185,985 pairs from IEDB/IMGT. The task is: Regression. Given a peptide amino acid sequence and an MHC pseudo amino acid sequence, predict their binding affinity value. This is MHC class I binding data. (1) The peptide sequence is ILLLCLIFL. The MHC is Patr-A0701 with pseudo-sequence Patr-A0701. The binding affinity (normalized) is 0.520. (2) The peptide sequence is LLPLSLLF. The MHC is Mamu-A01 with pseudo-sequence Mamu-A01. The binding affinity (normalized) is 0.426.